Dataset: Peptide-MHC class I binding affinity with 185,985 pairs from IEDB/IMGT. Task: Regression. Given a peptide amino acid sequence and an MHC pseudo amino acid sequence, predict their binding affinity value. This is MHC class I binding data. The peptide sequence is YYLANGGFL. The MHC is H-2-Db with pseudo-sequence H-2-Db. The binding affinity (normalized) is 0.391.